This data is from Peptide-MHC class II binding affinity with 134,281 pairs from IEDB. The task is: Regression. Given a peptide amino acid sequence and an MHC pseudo amino acid sequence, predict their binding affinity value. This is MHC class II binding data. (1) The peptide sequence is AFAATHNPWASQEG. The MHC is DRB1_1501 with pseudo-sequence DRB1_1501. The binding affinity (normalized) is 0.245. (2) The peptide sequence is AAATEGTTVYGAFAA. The MHC is HLA-DQA10501-DQB10301 with pseudo-sequence HLA-DQA10501-DQB10301. The binding affinity (normalized) is 0.648.